Predict the product of the given reaction. From a dataset of Forward reaction prediction with 1.9M reactions from USPTO patents (1976-2016). (1) Given the reactants [NH2:1][C:2]1[CH:9]=[CH:8][C:5]([C:6]#[N:7])=[CH:4][CH:3]=1.Cl.C(N(CC)CC)C.[N-:18]=[N+:19]=[N-:20].[Na+].Cl, predict the reaction product. The product is: [NH:18]1[C:6]([C:5]2[CH:8]=[CH:9][C:2]([NH2:1])=[CH:3][CH:4]=2)=[N:7][N:20]=[N:19]1. (2) Given the reactants [F:1][CH2:2][C:3]([C:7]1[O:11][N:10]=[C:9]([NH:12][C:13](=[O:21])OC2C=CC=CC=2)[CH:8]=1)([CH3:6])[CH2:4][F:5].[CH3:22][O:23][C:24]1[CH:25]=[C:26]2[C:31](=[CH:32][C:33]=1[O:34][CH3:35])[N:30]=[CH:29][N:28]=[C:27]2[S:36][C:37]1[CH:38]=[C:39]([CH:41]=[CH:42][CH:43]=1)[NH2:40], predict the reaction product. The product is: [F:5][CH2:4][C:3]([C:7]1[O:11][N:10]=[C:9]([NH:12][C:13]([NH:40][C:39]2[CH:41]=[CH:42][CH:43]=[C:37]([S:36][C:27]3[C:26]4[C:31](=[CH:32][C:33]([O:34][CH3:35])=[C:24]([O:23][CH3:22])[CH:25]=4)[N:30]=[CH:29][N:28]=3)[CH:38]=2)=[O:21])[CH:8]=1)([CH3:6])[CH2:2][F:1]. (3) Given the reactants [CH3:1][O:2][C:3](=[O:28])[C:4]1[C:9]([C:10]([F:13])([F:12])[F:11])=[CH:8][C:7]([NH:14][CH:15]2[CH2:20][CH2:19][N:18](C(OC(C)(C)C)=O)[CH2:17][CH2:16]2)=[N:6][CH:5]=1.[ClH:29], predict the reaction product. The product is: [ClH:29].[ClH:29].[CH3:1][O:2][C:3](=[O:28])[C:4]1[C:9]([C:10]([F:12])([F:13])[F:11])=[CH:8][C:7]([NH:14][CH:15]2[CH2:16][CH2:17][NH:18][CH2:19][CH2:20]2)=[N:6][CH:5]=1. (4) Given the reactants C[O:2][C:3]([C:5]1[CH:14]=[C:13]([O:15][CH2:16][C:17]([N:19]2[CH2:24][CH2:23][CH:22]([O:25][CH3:26])[CH2:21][CH2:20]2)=[O:18])[C:12]2[C:7](=[CH:8][C:9]([CH3:27])=[CH:10][CH:11]=2)[N:6]=1)=[O:4].[OH-].[Na+], predict the reaction product. The product is: [CH3:26][O:25][CH:22]1[CH2:23][CH2:24][N:19]([C:17](=[O:18])[CH2:16][O:15][C:13]2[C:12]3[C:7](=[CH:8][C:9]([CH3:27])=[CH:10][CH:11]=3)[N:6]=[C:5]([C:3]([OH:4])=[O:2])[CH:14]=2)[CH2:20][CH2:21]1. (5) Given the reactants [OH:1][C@H:2]1[O:21][C@H:20]([CH2:22][OH:23])[C@@H:7]([O:8][C@@H:9]2[O:17][C@H:16]([CH2:18][OH:19])[C@H:14]([OH:15])[C@H:12]([OH:13])[C@H:10]2[OH:11])[C@H:5]([OH:6])[C@H:3]1[OH:4], predict the reaction product. The product is: [OH2:1].[OH:1][C@H:2]1[O:21][C@H:20]([CH2:22][OH:23])[C@@H:7]([O:8][C@@H:9]2[O:17][C@H:16]([CH2:18][OH:19])[C@H:14]([OH:15])[C@H:12]([OH:13])[C@H:10]2[OH:11])[C@H:5]([OH:6])[C@H:3]1[OH:4]. (6) The product is: [Cl:1][C:2]1[C:3]([C:7]([F:10])([F:9])[F:8])=[N:4][N:5]([CH2:18][C:19]([N:21]2[CH2:22][CH2:23][N:24]([C:27]3[CH:32]=[CH:31][C:30]([F:33])=[CH:29][CH:28]=3)[CH2:25][CH2:26]2)=[O:20])[CH:6]=1. Given the reactants [Cl:1][C:2]1[C:3]([C:7]([F:10])([F:9])[F:8])=[N:4][NH:5][CH:6]=1.C([O-])([O-])=O.[K+].[K+].Cl[CH2:18][C:19]([N:21]1[CH2:26][CH2:25][N:24]([C:27]2[CH:32]=[CH:31][C:30]([F:33])=[CH:29][CH:28]=2)[CH2:23][CH2:22]1)=[O:20].CN(C=O)C, predict the reaction product. (7) Given the reactants [C:1]1([S:7]([C:10]2([O:13][C:14]3[N:19]=[C:18]([Cl:20])[C:17](Br)=[CH:16][CH:15]=3)[CH2:12][CH2:11]2)(=[O:9])=[O:8])[CH:6]=[CH:5][CH:4]=[CH:3][CH:2]=1.C([Sn](CCCC)(CCCC)[C:27]1[N:28]=[CH:29][N:30]([C:32]([C:45]2[CH:50]=[CH:49][CH:48]=[CH:47][CH:46]=2)([C:39]2[CH:44]=[CH:43][CH:42]=[CH:41][CH:40]=2)[C:33]2[CH:38]=[CH:37][CH:36]=[CH:35][CH:34]=2)[CH:31]=1)CCC, predict the reaction product. The product is: [C:1]1([S:7]([C:10]2([O:13][C:14]3[N:19]=[C:18]([Cl:20])[C:17]([C:27]4[N:28]=[CH:29][N:30]([C:32]([C:33]5[CH:38]=[CH:37][CH:36]=[CH:35][CH:34]=5)([C:45]5[CH:46]=[CH:47][CH:48]=[CH:49][CH:50]=5)[C:39]5[CH:40]=[CH:41][CH:42]=[CH:43][CH:44]=5)[CH:31]=4)=[CH:16][CH:15]=3)[CH2:12][CH2:11]2)(=[O:9])=[O:8])[CH:6]=[CH:5][CH:4]=[CH:3][CH:2]=1.